Dataset: Reaction yield outcomes from USPTO patents with 853,638 reactions. Task: Predict the reaction yield, written as a fraction of the theoretical maximum amount of product (1.0 means a 100% yield; for example, 0.34 means a 34% yield). (1) The reactants are [NH2:1][C:2]1[CH:3]=[C:4]([C:8]2[S:12][C:11]([C:13]3[CH:14]=[C:15]4[C:19](=[CH:20][CH:21]=3)[C:18](=[O:22])[N:17]([CH3:23])[CH2:16]4)=[CH:10][CH:9]=2)[CH:5]=[N:6][CH:7]=1.[F:24][C:25]1[CH:26]=[C:27]([S:32](Cl)(=[O:34])=[O:33])[CH:28]=[CH:29][C:30]=1[F:31]. No catalyst specified. The product is [F:24][C:25]1[CH:26]=[C:27]([S:32]([NH:1][C:2]2[CH:7]=[N:6][CH:5]=[C:4]([C:8]3[S:12][C:11]([C:13]4[CH:14]=[C:15]5[C:19](=[CH:20][CH:21]=4)[C:18](=[O:22])[N:17]([CH3:23])[CH2:16]5)=[CH:10][CH:9]=3)[CH:3]=2)(=[O:33])=[O:34])[CH:28]=[CH:29][C:30]=1[F:31]. The yield is 0.180. (2) The reactants are [F:1][CH:2]([F:22])[C:3]1[NH:7][C:6]2[C:8]([C:18]([O:20][CH3:21])=[O:19])=[CH:9][C:10]([N:12]3[CH2:17][CH2:16][O:15][CH2:14][CH2:13]3)=[CH:11][C:5]=2[N:4]=1.C([O-])([O-])=O.[K+].[K+].Br[CH2:30][C:31]1[CH:36]=[CH:35][CH:34]=[C:33]([Cl:37])[C:32]=1[Cl:38]. The yield is 0.930. The product is [Cl:38][C:32]1[C:33]([Cl:37])=[CH:34][CH:35]=[CH:36][C:31]=1[CH2:30][N:4]1[C:5]2[CH:11]=[C:10]([N:12]3[CH2:17][CH2:16][O:15][CH2:14][CH2:13]3)[CH:9]=[C:8]([C:18]([O:20][CH3:21])=[O:19])[C:6]=2[N:7]=[C:3]1[CH:2]([F:1])[F:22]. The catalyst is CN(C=O)C. (3) The reactants are S(Cl)([Cl:3])=O.[OH:5][C:6]1[C:11](=[O:12])[C:10]([CH:13](O)[C:14]([F:17])([F:16])[F:15])=[CH:9][N:8]([CH3:19])[C:7]=1[CH3:20].C(#N)C.CO. The catalyst is ClCCl. The yield is 0.780. The product is [ClH:3].[Cl:3][CH:13]([C:10]1[C:11](=[O:12])[C:6]([OH:5])=[C:7]([CH3:20])[N:8]([CH3:19])[CH:9]=1)[C:14]([F:17])([F:16])[F:15]. (4) The reactants are [H-].[Na+].CC1[N:8]=[C:7]([NH:9][C:10]2[CH:15]=[CH:14][CH:13]=[CH:12][N:11]=2)SN=1.[CH2:16]([O:18][C:19](=[O:28])[CH2:20][CH2:21][CH2:22][CH2:23][CH2:24][CH2:25][CH2:26]I)[CH3:17].O. The catalyst is CN(C=O)C. The product is [CH3:7][N:9]1[CH:10]=[CH:15][C:7]([N:9]([C:10]2[CH:15]=[CH:14][CH:13]=[CH:12][N:11]=2)[CH2:26][CH2:25][CH2:24][CH2:23][CH2:22][CH2:21][CH2:20][C:19]([O:18][CH2:16][CH3:17])=[O:28])=[N:8]1. The yield is 0.200. (5) The reactants are [CH2:1]([O:8][C:9](=[O:26])[C:10]1[CH:15]=[C:14]([CH:16]=O)[CH:13]=[CH:12][C:11]=1[O:18][CH2:19][C:20]1[CH:25]=[CH:24][CH:23]=[CH:22][CH:21]=1)[C:2]1[CH:7]=[CH:6][CH:5]=[CH:4][CH:3]=1.Cl.NO.C[N:31]1CCCC1=O.Cl. The catalyst is O. The product is [CH2:1]([O:8][C:9](=[O:26])[C:10]1[CH:15]=[C:14]([C:16]#[N:31])[CH:13]=[CH:12][C:11]=1[O:18][CH2:19][C:20]1[CH:25]=[CH:24][CH:23]=[CH:22][CH:21]=1)[C:2]1[CH:7]=[CH:6][CH:5]=[CH:4][CH:3]=1. The yield is 0.767. (6) The reactants are Cl[S:2]([N:5]=[C:6]=[O:7])(=[O:4])=[O:3].[NH2:8][C:9]1[CH:14]=[CH:13][C:12]([NH:15][S:16]([CH3:19])(=[O:18])=[O:17])=[CH:11][CH:10]=1.[Cl-].[Al+3].[Cl-].[Cl-]. The catalyst is [N+](CC)([O-])=O. The product is [O:3]=[S:2]1(=[O:4])[C:10]2[CH:11]=[C:12]([NH:15][S:16]([CH3:19])(=[O:18])=[O:17])[CH:13]=[CH:14][C:9]=2[NH:8][C:6](=[O:7])[NH:5]1. The yield is 0.770. (7) The reactants are [CH:1]1([CH:6]([NH:18][C:19]2[CH:24]=[CH:23][C:22]([C:25]([NH:27][CH2:28][CH2:29][C:30]([O:32]CC)=[O:31])=[O:26])=[CH:21][CH:20]=2)[C:7]2[O:8][C:9]3[CH:16]=[CH:15][C:14]([F:17])=[CH:13][C:10]=3[C:11]=2[CH3:12])[CH2:5][CH2:4][CH2:3][CH2:2]1.[OH-].[Na+]. The catalyst is C(O)C.O1CCCC1. The product is [CH:1]1([CH:6]([NH:18][C:19]2[CH:20]=[CH:21][C:22]([C:25]([NH:27][CH2:28][CH2:29][C:30]([OH:32])=[O:31])=[O:26])=[CH:23][CH:24]=2)[C:7]2[O:8][C:9]3[CH:16]=[CH:15][C:14]([F:17])=[CH:13][C:10]=3[C:11]=2[CH3:12])[CH2:5][CH2:4][CH2:3][CH2:2]1. The yield is 0.830. (8) The reactants are [F:1][C:2]([F:13])([F:12])[C:3]1[CH:4]=[C:5](B(O)O)[CH:6]=[CH:7][CH:8]=1.[C:14]([O:18][C:19](=[O:30])[NH:20][CH2:21][CH2:22][C:23]1[CH:28]=[CH:27][C:26]([OH:29])=[CH:25][CH:24]=1)([CH3:17])([CH3:16])[CH3:15].N1C=CC=CC=1. The catalyst is C(Cl)Cl.CCOCC.C([O-])(=O)C.[Cu+2].C([O-])(=O)C. The product is [C:14]([O:18][C:19](=[O:30])[NH:20][CH2:21][CH2:22][C:23]1[CH:28]=[CH:27][C:26]([O:29][C:5]2[CH:6]=[CH:7][CH:8]=[C:3]([C:2]([F:13])([F:12])[F:1])[CH:4]=2)=[CH:25][CH:24]=1)([CH3:17])([CH3:15])[CH3:16]. The yield is 0.224. (9) The reactants are [Br-].[Cl:2][C:3]1[CH:4]=[CH:5][CH:6]=[C:7]2[C:11]=1[CH:10]([P+](C1C=CC=CC=1)(C1C=CC=CC=1)C1C=CC=CC=1)O[C:8]2=[O:31].[F:32][C:33]1[CH:40]=[CH:39][C:38]([CH:41]=O)=[CH:37][C:34]=1[C:35]#[N:36].C(N(CC)CC)C.O.[NH2:51][NH2:52]. The catalyst is C(Cl)Cl.CN(C=O)C.CCO.O. The product is [Cl:2][C:3]1[CH:4]=[CH:5][CH:6]=[C:7]2[C:11]=1[C:10]([CH2:41][C:38]1[CH:39]=[CH:40][C:33]([F:32])=[C:34]([CH:37]=1)[C:35]#[N:36])=[N:52][NH:51][C:8]2=[O:31]. The yield is 0.900. (10) The reactants are [CH3:1][C:2]1[CH:3]=[CH:4][C:5]([N+:11]([O-:13])=[O:12])=[C:6]([CH:10]=1)[C:7]([OH:9])=O.C(Cl)(=O)C(Cl)=O.[NH2:20][C:21]1[CH:26]=[CH:25][C:24]([Cl:27])=[CH:23][N:22]=1.N1C=CC=CC=1. The catalyst is ClCCl.CN(C)C=O. The product is [Cl:27][C:24]1[CH:25]=[CH:26][C:21]([NH:20][C:7]([C:6]2[CH:10]=[C:2]([CH3:1])[CH:3]=[CH:4][C:5]=2[N+:11]([O-:13])=[O:12])=[O:9])=[N:22][CH:23]=1. The yield is 0.920.